From a dataset of Reaction yield outcomes from USPTO patents with 853,638 reactions. Predict the reaction yield, written as a fraction of the theoretical maximum amount of product (1.0 means a 100% yield; for example, 0.34 means a 34% yield). The reactants are C1C(=O)N([Br:8])C(=O)C1.[CH2:9]([O:11][C:12]([C:14]1[NH:15][CH:16]=[CH:17][CH:18]=1)=[O:13])[CH3:10]. The catalyst is C1COCC1.CO. The product is [CH2:9]([O:11][C:12]([C:14]1[NH:15][C:16]([Br:8])=[CH:17][CH:18]=1)=[O:13])[CH3:10]. The yield is 0.320.